This data is from Reaction yield outcomes from USPTO patents with 853,638 reactions. The task is: Predict the reaction yield, written as a fraction of the theoretical maximum amount of product (1.0 means a 100% yield; for example, 0.34 means a 34% yield). (1) The reactants are [CH2:1]([Mg]Br)[CH2:2][CH2:3][CH2:4][CH3:5].[Br:8][C:9]1[CH:16]=[CH:15][C:12]([CH:13]=[O:14])=[CH:11][CH:10]=1. The catalyst is C1COCC1. The product is [Br:8][C:9]1[CH:16]=[CH:15][C:12]([CH:13]([OH:14])[CH2:1][CH2:2][CH2:3][CH2:4][CH3:5])=[CH:11][CH:10]=1. The yield is 0.740. (2) The reactants are [CH3:1][O:2][C:3]1[CH:8]=[C:7](B2OC(C)(C)C(C)(C)O2)[CH:6]=[CH:5][N:4]=1.Cl[C:19]1[CH:20]=[N:21][C:22]([C:25]([F:28])([F:27])[F:26])=[N:23][CH:24]=1. No catalyst specified. The product is [CH3:1][O:2][C:3]1[CH:8]=[C:7]([C:19]2[CH:20]=[N:21][C:22]([C:25]([F:28])([F:27])[F:26])=[N:23][CH:24]=2)[CH:6]=[CH:5][N:4]=1. The yield is 0.460. (3) The reactants are [Br:1][C:2]1[CH:7]=[CH:6][C:5]([CH2:8][OH:9])=[C:4]([N+:10]([O-])=O)[CH:3]=1.[Cl-].[NH4+].C(O)C. The catalyst is [Fe].O. The product is [NH2:10][C:4]1[CH:3]=[C:2]([Br:1])[CH:7]=[CH:6][C:5]=1[CH2:8][OH:9]. The yield is 0.900. (4) The reactants are [Cl:1][C:2]1[CH:7]=[CH:6][C:5]([NH2:8])=[C:4]([C:9]#[C:10][C:11]2[CH:16]=[CH:15][CH:14]=[CH:13][C:12]=2[Cl:17])[CH:3]=1.[CH:18]1([C:21](=O)[CH2:22][C:23]([O:25][CH2:26][CH3:27])=[O:24])[CH2:20][CH2:19]1.CC1C=CC(S(O)(=O)=O)=CC=1.O. The catalyst is CCO. The product is [CH2:26]([O:25][C:23]([C:22]1[C:21]([CH:18]2[CH2:20][CH2:19]2)=[N:8][C:5]2[C:4]([C:9]=1[CH2:10][C:11]1[CH:16]=[CH:15][CH:14]=[CH:13][C:12]=1[Cl:17])=[CH:3][C:2]([Cl:1])=[CH:7][CH:6]=2)=[O:24])[CH3:27]. The yield is 0.220. (5) The reactants are [Cl:1][C:2]1[C:7]([CH3:8])=[N:6][C:5](Cl)=[CH:4][N:3]=1.[NH:10]1[CH2:20][CH2:19][CH:13]([C:14]([O:16]CC)=[O:15])[CH2:12][CH2:11]1.C(N(CC)CC)C.[OH-].[Li+]. The catalyst is C(O)C. The product is [Cl:1][C:2]1[N:3]=[CH:4][C:5]([N:10]2[CH2:20][CH2:19][CH:13]([C:14]([OH:16])=[O:15])[CH2:12][CH2:11]2)=[N:6][C:7]=1[CH3:8]. The yield is 0.470. (6) The reactants are [CH3:1][O:2][NH:3][C:4]([C:6]1[C:7](=[O:29])[C:8]2[CH:13]=[N:12][C:11](S(C)(=O)=O)=[N:10][C:9]=2[N:18]([C:20]2[CH:21]=[C:22]3[C:26](=[CH:27][CH:28]=2)[CH2:25][CH2:24][CH2:23]3)[CH:19]=1)=[O:5].[N:30]1([CH2:35][CH2:36][C:37]2[CH:38]=[C:39]([NH2:43])[CH:40]=[CH:41][CH:42]=2)[CH2:34][CH2:33][CH2:32][CH2:31]1. The product is [CH3:1][O:2][NH:3][C:4]([C:6]1[C:7](=[O:29])[C:8]2[CH:13]=[N:12][C:11]([NH:43][C:39]3[CH:40]=[CH:41][CH:42]=[C:37]([CH2:36][CH2:35][N:30]4[CH2:31][CH2:32][CH2:33][CH2:34]4)[CH:38]=3)=[N:10][C:9]=2[N:18]([C:20]2[CH:21]=[C:22]3[C:26](=[CH:27][CH:28]=2)[CH2:25][CH2:24][CH2:23]3)[CH:19]=1)=[O:5]. The yield is 0.100. The catalyst is O1CCOCC1.O.C(OCC)(=O)C.[O-]S(C(F)(F)F)(=O)=O.[Ag+]. (7) The reactants are [CH2:1]([C:3]1[O:4][C:5]([C:23]2[CH:28]=[CH:27][C:26]([C:29]([F:32])([F:31])[F:30])=[CH:25][CH:24]=2)=[CH:6][C:7]=1[CH:8]([O:13][C:14]1[CH:22]=[CH:21][C:17]([C:18]([OH:20])=O)=[CH:16][CH:15]=1)[CH2:9][CH:10]([CH3:12])[CH3:11])[CH3:2].[CH3:33][NH:34][CH2:35][CH2:36][C:37]([O:39]CC)=[O:38]. No catalyst specified. The product is [CH2:1]([C:3]1[O:4][C:5]([C:23]2[CH:28]=[CH:27][C:26]([C:29]([F:32])([F:30])[F:31])=[CH:25][CH:24]=2)=[CH:6][C:7]=1[CH:8]([O:13][C:14]1[CH:22]=[CH:21][C:17]([C:18]([N:34]([CH3:33])[CH2:35][CH2:36][C:37]([OH:39])=[O:38])=[O:20])=[CH:16][CH:15]=1)[CH2:9][CH:10]([CH3:11])[CH3:12])[CH3:2]. The yield is 0.990. (8) The reactants are Cl[C:2]1[N:7]=[C:6]([NH:8][C:9]2[CH:14]=[CH:13][C:12]3[O:15][CH2:16][CH2:17][O:18][C:11]=3[CH:10]=2)[C:5]([F:19])=[CH:4][N:3]=1.[NH2:20][C:21]1[CH:22]=[N:23][CH:24]=[CH:25][CH:26]=1.CC(C)([O-])C.[Na+].C1C=CC(P(C2C=CC3C(=CC=CC=3)C=2C2C3C(=CC=CC=3)C=CC=2P(C2C=CC=CC=2)C2C=CC=CC=2)C2C=CC=CC=2)=CC=1.C(N(CC)C(C)C)(C)C. The product is [CH2:17]1[CH2:16][O:15][C:12]2[CH:13]=[CH:14][C:9]([NH:8][C:6]3[C:5]([F:19])=[CH:4][N:3]=[C:2]([NH:20][C:21]4[CH:22]=[N:23][CH:24]=[CH:25][CH:26]=4)[N:7]=3)=[CH:10][C:11]=2[O:18]1. The yield is 0.140. The catalyst is C1(C)C=CC=CC=1.C([O-])(=O)C.[Pd+2].C([O-])(=O)C.